Dataset: Full USPTO retrosynthesis dataset with 1.9M reactions from patents (1976-2016). Task: Predict the reactants needed to synthesize the given product. (1) Given the product [C:1]([O:5][C:6](=[O:34])[CH2:7][C@H:8]([NH2:23])[CH:9]([OH:22])[CH2:10][O:11][C:12]1[C:13]([F:21])=[C:14]([F:20])[CH:15]=[C:16]([F:19])[C:17]=1[F:18])([CH3:4])([CH3:2])[CH3:3], predict the reactants needed to synthesize it. The reactants are: [C:1]([O:5][C:6](=[O:34])[CH2:7][CH:8]([NH:23]C(OCC1C=CC=CC=1)=O)[CH:9]([OH:22])[CH2:10][O:11][C:12]1[C:17]([F:18])=[C:16]([F:19])[CH:15]=[C:14]([F:20])[C:13]=1[F:21])([CH3:4])([CH3:3])[CH3:2]. (2) The reactants are: [NH2:1][C:2]1[N:7]2[C:8](=[O:11])[NH:9][N:10]=[C:6]2[C:5]([C:12]2[CH:17]=[CH:16][C:15]([Cl:18])=[CH:14][CH:13]=2)=[C:4]([C:19]2[CH:24]=[CH:23][C:22]([Cl:25])=[CH:21][CH:20]=2)[N:3]=1.C(=O)([O-])[O-].[K+].[K+].Cl[CH2:33][C:34]1[CH:35]=[CH:36][C:37]([C:40]([F:43])([F:42])[F:41])=[N:38][CH:39]=1. Given the product [NH2:1][C:2]1[N:7]2[C:8](=[O:11])[N:9]([CH2:33][C:34]3[CH:39]=[N:38][C:37]([C:40]([F:43])([F:41])[F:42])=[CH:36][CH:35]=3)[N:10]=[C:6]2[C:5]([C:12]2[CH:13]=[CH:14][C:15]([Cl:18])=[CH:16][CH:17]=2)=[C:4]([C:19]2[CH:24]=[CH:23][C:22]([Cl:25])=[CH:21][CH:20]=2)[N:3]=1, predict the reactants needed to synthesize it. (3) Given the product [F:1][C:2]1[CH:3]=[CH:4][C:5]([O:27][CH3:28])=[C:6]([C:8]2[CH:13]=[CH:12][N:11]=[C:10]3[N:14]([S:18]([C:21]4[CH:26]=[CH:25][CH:24]=[CH:23][CH:22]=4)(=[O:20])=[O:19])[C:15]([C:37]4[CH2:42][CH2:41][N:40]([C:43]([O:45][C:46]([CH3:49])([CH3:48])[CH3:47])=[O:44])[CH2:39][CH:38]=4)=[CH:16][C:9]=23)[CH:7]=1, predict the reactants needed to synthesize it. The reactants are: [F:1][C:2]1[CH:3]=[CH:4][C:5]([O:27][CH3:28])=[C:6]([C:8]2[CH:13]=[CH:12][N:11]=[C:10]3[N:14]([S:18]([C:21]4[CH:26]=[CH:25][CH:24]=[CH:23][CH:22]=4)(=[O:20])=[O:19])[C:15](I)=[CH:16][C:9]=23)[CH:7]=1.CC1(C)C(C)(C)OB([C:37]2[CH2:42][CH2:41][N:40]([C:43]([O:45][C:46]([CH3:49])([CH3:48])[CH3:47])=[O:44])[CH2:39][CH:38]=2)O1.C(=O)(O)[O-].[Na+]. (4) Given the product [CH2:1]([O:3][C:4](=[O:19])/[C:5](/[CH3:18])=[CH:6]/[C@@H:7]1[CH2:15][CH2:14][C@@H:13]([CH3:16])[C@@H:12]2[C@@H:8]1[C:9](=[O:17])[CH2:10][CH2:11]2)[CH3:2], predict the reactants needed to synthesize it. The reactants are: [CH2:1]([O:3][C:4](=[O:19])/[C:5](/[CH3:18])=[CH:6]/[C@@H:7]1[CH2:15][CH2:14][C@@H:13]([CH3:16])[C@@H:12]2[C@@H:8]1[C@@H:9]([OH:17])[CH2:10][CH2:11]2)[CH3:2].O.